Dataset: Catalyst prediction with 721,799 reactions and 888 catalyst types from USPTO. Task: Predict which catalyst facilitates the given reaction. (1) Reactant: [NH2:1][C:2]1[C:3]([C:9]2[CH:18]=[CH:17][C:12]([C:13]([O:15][CH3:16])=[O:14])=[C:11]([F:19])[CH:10]=2)=[N:4][C:5](Br)=[CH:6][N:7]=1.[C:20]12(P(C34CC5CC(CC(C5)C3)C4)CCCC)[CH2:29]C3CC(CC(C3)[CH2:21]1)C2.C(=O)([O-])[O-].[Cs+].[Cs+]. Product: [NH2:1][C:2]1[C:3]([C:9]2[CH:18]=[CH:17][C:12]([C:13]([O:15][CH3:16])=[O:14])=[C:11]([F:19])[CH:10]=2)=[N:4][C:5]([CH:29]2[CH2:20][CH2:21]2)=[CH:6][N:7]=1. The catalyst class is: 498. (2) Reactant: C[O:2][C:3]([C:5]1[C:13]2[O:12][C:11]([C:14]3[CH:19]=[CH:18][C:17]([O:20][CH3:21])=[C:16]([F:22])[CH:15]=3)=[CH:10][C:9]=2[CH:8]=[C:7]([O:23][CH3:24])[CH:6]=1)=O.[Li]. Product: [F:22][C:16]1[CH:15]=[C:14]([C:11]2[O:12][C:13]3[C:5]([CH2:3][OH:2])=[CH:6][C:7]([O:23][CH3:24])=[CH:8][C:9]=3[CH:10]=2)[CH:19]=[CH:18][C:17]=1[O:20][CH3:21]. The catalyst class is: 1. (3) Reactant: Br[CH2:2][C:3]1[N:8]=[C:7]([N+:9]([O-:11])=[O:10])[C:6]([O:12][CH3:13])=[CH:5][CH:4]=1.C[CH:15]([SH:19])[C:16]([O-:18])=[O:17].[C:20](=O)([O-])[O-].[K+].[K+]. Product: [CH3:13][O:12][C:6]1[CH:5]=[CH:4][C:3]([CH2:2][S:19][CH2:15][C:16]([O:18][CH3:20])=[O:17])=[N:8][C:7]=1[N+:9]([O-:11])=[O:10]. The catalyst class is: 5. (4) Reactant: [N:1]1([C:7]2[CH:15]=[CH:14][C:10]([C:11]([OH:13])=[O:12])=[CH:9][CH:8]=2)[CH2:6][CH2:5][O:4][CH2:3][CH2:2]1.CN(C(ON1N=NC2C=CC=NC1=2)=[N+](C)C)C.F[P-](F)(F)(F)(F)F.CCN(C(C)C)C(C)C.[NH2:49][CH2:50][C:51]1[C:52]([NH:63][CH:64]2[CH2:69][CH2:68][N:67]([C:70]([NH2:72])=[O:71])[CH2:66][CH2:65]2)=[C:53]2[CH:60]=[N:59][N:58]([CH2:61][CH3:62])[C:54]2=[N:55][C:56]=1[CH3:57]. Product: [CH:11]([OH:13])=[O:12].[CH2:61]([N:58]1[C:54]2=[N:55][C:56]([CH3:57])=[C:51]([CH2:50][NH:49][C:11]([C:10]3[CH:9]=[CH:8][C:7]([N:1]4[CH2:2][CH2:3][O:4][CH2:5][CH2:6]4)=[CH:15][CH:14]=3)=[O:13])[C:52]([NH:63][CH:64]3[CH2:65][CH2:66][N:67]([C:70]([NH2:72])=[O:71])[CH2:68][CH2:69]3)=[C:53]2[CH:60]=[N:59]1)[CH3:62]. The catalyst class is: 3.